From a dataset of Ames mutagenicity test results for genotoxicity prediction. Regression/Classification. Given a drug SMILES string, predict its toxicity properties. Task type varies by dataset: regression for continuous values (e.g., LD50, hERG inhibition percentage) or binary classification for toxic/non-toxic outcomes (e.g., AMES mutagenicity, cardiotoxicity, hepatotoxicity). Dataset: ames. (1) The molecule is Nc1nc(NO)c2[nH]cnc2n1. The result is 1 (mutagenic). (2) The drug is COC(=O)CC1Cc2cc3cc(OC)c(-c4c(OC)cc5cc6c(c(O)c5c4O)C(=O)OC(CC(=O)OC)C6)c(O)c3c(O)c2C(=O)O1. The result is 0 (non-mutagenic). (3) The compound is C[C@@H](N)[C@@H](O)c1ccccc1. The result is 0 (non-mutagenic). (4) The compound is C/C=C/C. The result is 0 (non-mutagenic). (5) The compound is O=C(O)c1cc(Cl)ccc1Cl. The result is 0 (non-mutagenic). (6) The molecule is CC(=O)CN(CC(C)=O)N=O. The result is 1 (mutagenic).